Task: Predict the reactants needed to synthesize the given product.. Dataset: Full USPTO retrosynthesis dataset with 1.9M reactions from patents (1976-2016) (1) Given the product [CH3:19][Si:18]([CH3:21])([CH3:20])[CH2:17][CH2:16][O:15][CH2:14][N:4]1[C:5]2[N:6]=[CH:7][C:8]3[N:9]([CH:11]=[N:12][N:13]=3)[C:10]=2[C:2]([C:22]([O:28][CH3:27])=[O:23])=[CH:3]1, predict the reactants needed to synthesize it. The reactants are: I[C:2]1[C:10]2[N:9]3[CH:11]=[N:12][N:13]=[C:8]3[CH:7]=[N:6][C:5]=2[N:4]([CH2:14][O:15][CH2:16][CH2:17][Si:18]([CH3:21])([CH3:20])[CH3:19])[CH:3]=1.[CH3:22][OH:23].CN([CH:27]=[O:28])C. (2) Given the product [CH3:1][O:2][C:3]([CH3:7])([CH3:6])[CH2:4][NH:5][C:9]1[C:14]2[N:15]=[C:16]([S:19][CH3:20])[N:17]=[CH:18][C:13]=2[CH:12]=[CH:11][N:10]=1, predict the reactants needed to synthesize it. The reactants are: [CH3:1][O:2][C:3]([CH3:7])([CH3:6])[CH2:4][NH2:5].Cl[C:9]1[C:14]2[N:15]=[C:16]([S:19][CH3:20])[N:17]=[CH:18][C:13]=2[CH:12]=[CH:11][N:10]=1. (3) Given the product [Cl:1][CH2:2][CH2:3][O:4][CH2:5][N:6]([C:22](=[O:31])[C:23]1[C:24]([F:30])=[CH:25][CH:26]=[CH:27][C:28]=1[F:29])[C:7]([N:9]([C:10]1[CH:15]=[CH:14][C:13]([S:16][C:17]([F:20])([F:18])[F:19])=[CH:12][C:11]=1[F:21])[CH3:36])=[O:8], predict the reactants needed to synthesize it. The reactants are: [Cl:1][CH2:2][CH2:3][O:4][CH2:5][N:6]([C:22](=[O:31])[C:23]1[C:28]([F:29])=[CH:27][CH:26]=[CH:25][C:24]=1[F:30])[C:7]([NH:9][C:10]1[CH:15]=[CH:14][C:13]([S:16][C:17]([F:20])([F:19])[F:18])=[CH:12][C:11]=1[F:21])=[O:8].CI.[H-].[Na+].[C:36](OCC)(=O)C. (4) Given the product [C:22]1([CH2:21][N:28]([CH2:29][C:30]2[CH:31]=[CH:32][CH:33]=[CH:34][CH:35]=2)[CH2:3][C@@H:2]([C:4]2[CH:5]=[CH:6][C:7]([O:13][CH2:14][C:15]3[CH:20]=[CH:19][CH:18]=[CH:17][CH:16]=3)=[C:8]([NH:10][CH:11]=[O:12])[CH:9]=2)[OH:1])[CH:23]=[CH:24][CH:25]=[CH:26][CH:27]=1, predict the reactants needed to synthesize it. The reactants are: [O:1]1[CH2:3][C@H:2]1[C:4]1[CH:5]=[CH:6][C:7]([O:13][CH2:14][C:15]2[CH:20]=[CH:19][CH:18]=[CH:17][CH:16]=2)=[C:8]([NH:10][CH:11]=[O:12])[CH:9]=1.[CH2:21]([NH:28][CH2:29][C:30]1[CH:35]=[CH:34][CH:33]=[CH:32][CH:31]=1)[C:22]1[CH:27]=[CH:26][CH:25]=[CH:24][CH:23]=1. (5) The reactants are: [CH2:1]([O:5][CH2:6][C@@H:7]([NH:12][C:13]([C@H:15]1[O:17][C@@H:16]1[C:18]([O:20]CC)=[O:19])=[O:14])[CH2:8][CH:9]([CH3:11])[CH3:10])[CH:2]([CH3:4])[CH3:3].C(=O)([O-])[O-].[Na+:27].[Na+]. Given the product [CH2:1]([O:5][CH2:6][C@@H:7]([NH:12][C:13]([C@H:15]1[O:17][C@@H:16]1[C:18]([O-:20])=[O:19])=[O:14])[CH2:8][CH:9]([CH3:11])[CH3:10])[CH:2]([CH3:3])[CH3:4].[Na+:27], predict the reactants needed to synthesize it. (6) Given the product [Cl:12][C:22]1[CH:23]=[CH:13][C:21]([C:3]([N:2]([O:10][CH3:6])[CH3:1])=[O:4])=[CH:20][N:19]=1, predict the reactants needed to synthesize it. The reactants are: [CH3:1][N:2](C)[CH:3]=[O:4].[C:6](Cl)(=[O:10])C(Cl)=O.[ClH:12].[CH3:13]NOC.C([N:19]([CH2:22][CH3:23])[CH2:20][CH3:21])C. (7) Given the product [C:30]([O:33][C@H:34]([C@H:38]1[O:43][CH2:42][CH2:41][N:40]([C:44]2[CH:48]=[CH:47][N:46]([C:49]3[CH:54]=[CH:53][N:52]=[CH:51][CH:50]=3)[N:45]=2)[C:39]1=[O:55])[C:35]([NH:1][C:2]1[C:3]([C:27](=[O:28])[NH2:29])=[C:4]2[C:9](=[CH:10][CH:11]=1)[C:8]([N:12]([C:20]([O:22][C:23]([CH3:26])([CH3:25])[CH3:24])=[O:21])[C:13]([O:15][C:16]([CH3:19])([CH3:17])[CH3:18])=[O:14])=[N:7][CH:6]=[CH:5]2)=[O:36])(=[O:32])[CH3:31], predict the reactants needed to synthesize it. The reactants are: [NH2:1][C:2]1[CH:11]=[CH:10][C:9]2[C:8]([N:12]([C:20]([O:22][C:23]([CH3:26])([CH3:25])[CH3:24])=[O:21])[C:13]([O:15][C:16]([CH3:19])([CH3:18])[CH3:17])=[O:14])=[N:7][CH:6]=[CH:5][C:4]=2[C:3]=1[C:27]([NH2:29])=[O:28].[C:30]([O:33][C@H:34]([C@H:38]1[O:43][CH2:42][CH2:41][N:40]([C:44]2[CH:48]=[CH:47][N:46]([C:49]3[CH:54]=[CH:53][N:52]=[CH:51][CH:50]=3)[N:45]=2)[C:39]1=[O:55])[C:35](O)=[O:36])(=[O:32])[CH3:31].F[P-](F)(F)(F)(F)F.C(C(=NO[C+](N(C)C)N1CCOCC1)C(OCC)=O)#N.CCN(C(C)C)C(C)C.C([O-])(O)=O.[Na+].[Na+].[Cl-].